From a dataset of Catalyst prediction with 721,799 reactions and 888 catalyst types from USPTO. Predict which catalyst facilitates the given reaction. Reactant: [NH2:1][C:2]1[N:9]=[CH:8][CH:7]=[CH:6][C:3]=1[CH:4]=O.[C:10]([O:14][C:15]([NH:17][CH2:18][CH2:19][CH2:20][C:21](=O)[CH2:22]P(=O)(OC)OC)=[O:16])([CH3:13])([CH3:12])[CH3:11].[OH-].[Na+]. Product: [N:1]1[C:2]2[C:3](=[CH:6][CH:7]=[CH:8][N:9]=2)[CH:4]=[CH:22][C:21]=1[CH2:20][CH2:19][CH2:18][NH:17][C:15](=[O:16])[O:14][C:10]([CH3:13])([CH3:12])[CH3:11]. The catalyst class is: 5.